From a dataset of Catalyst prediction with 721,799 reactions and 888 catalyst types from USPTO. Predict which catalyst facilitates the given reaction. Product: [NH2:19][C:15]1[N:14]=[CH:13][N:12]=[C:11]2[C:16]=1[N:17]=[CH:18][N:10]2[C@H:9]1[C@H:4]([OH:3])[C@H:5]([OH:6])[C@@H:7]([CH2:20][N:21]([CH3:41])[CH:22]2[CH2:25][CH:24]([CH2:26][CH2:27][C:28]3[NH:32][C:31]4[CH:33]=[CH:34][C:35]([CH:37]5[CH2:38][O:39][CH2:40]5)=[CH:36][C:30]=4[N:29]=3)[CH2:23]2)[O:8]1. The catalyst class is: 6. Reactant: CC1(C)[O:6][C@@H:5]2[C@@H:7]([CH2:20][N:21]([CH3:41])[CH:22]3[CH2:25][CH:24]([CH2:26][CH2:27][C:28]4[NH:32][C:31]5[CH:33]=[CH:34][C:35]([CH:37]6[CH2:40][O:39][CH2:38]6)=[CH:36][C:30]=5[N:29]=4)[CH2:23]3)[O:8][C@@H:9]([N:10]3[CH:18]=[N:17][C:16]4[C:11]3=[N:12][CH:13]=[N:14][C:15]=4[NH2:19])[C@@H:4]2[O:3]1.FC(F)(F)C(O)=O.C(=O)([O-])[O-].[K+].[K+].